Dataset: Catalyst prediction with 721,799 reactions and 888 catalyst types from USPTO. Task: Predict which catalyst facilitates the given reaction. (1) Reactant: Cl[C:2]1[C:11]2[C:6](=[CH:7][C:8]([C:14]3[C:15]([CH3:20])=[N:16][O:17][C:18]=3[CH3:19])=[C:9]([O:12][CH3:13])[CH:10]=2)[N:5]=[CH:4][C:3]=1[N+:21]([O-:23])=[O:22].[CH3:24][C:25]1[S:26][C:27]([CH2:31][NH2:32])=[C:28]([CH3:30])[N:29]=1. Product: [CH3:20][C:15]1[C:14]([C:8]2[CH:7]=[C:6]3[C:11]([C:2]([NH:32][CH2:31][C:27]4[S:26][C:25]([CH3:24])=[N:29][C:28]=4[CH3:30])=[C:3]([N+:21]([O-:23])=[O:22])[CH:4]=[N:5]3)=[CH:10][C:9]=2[O:12][CH3:13])=[C:18]([CH3:19])[O:17][N:16]=1. The catalyst class is: 47. (2) Reactant: C(OC([NH:8][CH2:9][CH2:10][S:11][S:12][CH2:13][C:14]([NH:16][C:17]1[CH:18]=[CH:19][C:20]([OH:27])=[C:21]([CH:26]=1)[C:22]([O:24][CH3:25])=[O:23])=[O:15])=O)(C)(C)C.C(O)(C(F)(F)F)=O. Product: [NH2:8][CH2:9][CH2:10][S:11][S:12][CH2:13][C:14]([NH:16][C:17]1[CH:18]=[CH:19][C:20]([OH:27])=[C:21]([CH:26]=1)[C:22]([O:24][CH3:25])=[O:23])=[O:15]. The catalyst class is: 2.